From a dataset of Catalyst prediction with 721,799 reactions and 888 catalyst types from USPTO. Predict which catalyst facilitates the given reaction. Reactant: [Cl:1][C:2]1[CH:7]=[CH:6][C:5]([CH2:8][CH2:9]O)=[CH:4][CH:3]=1.[OH:11][C:12]1[CH:19]=[CH:18][C:15]([CH:16]=[O:17])=[CH:14][C:13]=1[O:20][CH3:21].C1(P(C2C=CC=CC=2)C2C=CC=CC=2)C=CC=CC=1.N(C(OC(C)C)=O)=NC(OC(C)C)=O. Product: [Cl:1][C:2]1[CH:3]=[CH:4][C:5]([CH:8]([O:11][C:12]2[CH:19]=[CH:18][C:15]([CH:16]=[O:17])=[CH:14][C:13]=2[O:20][CH3:21])[CH3:9])=[CH:6][CH:7]=1. The catalyst class is: 7.